This data is from Peptide-MHC class I binding affinity with 185,985 pairs from IEDB/IMGT. The task is: Regression. Given a peptide amino acid sequence and an MHC pseudo amino acid sequence, predict their binding affinity value. This is MHC class I binding data. (1) The peptide sequence is TTFPVNGGY. The MHC is HLA-B08:01 with pseudo-sequence HLA-B08:01. The binding affinity (normalized) is 0.0847. (2) The peptide sequence is MLVGHMPFM. The MHC is HLA-B27:05 with pseudo-sequence HLA-B27:05. The binding affinity (normalized) is 0.0847. (3) The peptide sequence is EYRKILRQR. The MHC is HLA-B45:01 with pseudo-sequence HLA-B45:01. The binding affinity (normalized) is 0. (4) The peptide sequence is GLSDRVVFV. The MHC is HLA-A02:01 with pseudo-sequence HLA-A02:01. The binding affinity (normalized) is 0.896.